Dataset: Forward reaction prediction with 1.9M reactions from USPTO patents (1976-2016). Task: Predict the product of the given reaction. Given the reactants CS([C:4]1[N:9]=[C:8]([C:10]2[C:11]([C:19]3[CH:24]=[CH:23][CH:22]=[C:21]([N+:25]([O-:27])=[O:26])[CH:20]=3)=[N:12][N:13]3[CH:18]=[CH:17][CH:16]=[CH:15][C:14]=23)[CH:7]=[CH:6][N:5]=1)=O.[O:28]1[C:33]2[CH:34]=[CH:35][C:36]([NH2:38])=[CH:37][C:32]=2[O:31][CH2:30][CH2:29]1, predict the reaction product. The product is: [O:28]1[C:33]2[CH:34]=[CH:35][C:36]([NH:38][C:4]3[N:9]=[C:8]([C:10]4[C:11]([C:19]5[CH:24]=[CH:23][CH:22]=[C:21]([N+:25]([O-:27])=[O:26])[CH:20]=5)=[N:12][N:13]5[CH:18]=[CH:17][CH:16]=[CH:15][C:14]=45)[CH:7]=[CH:6][N:5]=3)=[CH:37][C:32]=2[O:31][CH2:30][CH2:29]1.